From a dataset of Full USPTO retrosynthesis dataset with 1.9M reactions from patents (1976-2016). Predict the reactants needed to synthesize the given product. Given the product [CH2:12]([O:14][C:15]([C:17]1[NH:18][C:19]([CH3:23])=[C:20]([CH3:22])[C:21]=1[C:5](=[O:7])[CH3:6])=[O:16])[CH3:13], predict the reactants needed to synthesize it. The reactants are: [Cl-].[Al+3].[Cl-].[Cl-].[C:5](OC(=O)C)(=[O:7])[CH3:6].[CH2:12]([O:14][C:15]([C:17]1[NH:18][C:19]([CH3:23])=[C:20]([CH3:22])[CH:21]=1)=[O:16])[CH3:13].